The task is: Regression. Given a peptide amino acid sequence and an MHC pseudo amino acid sequence, predict their binding affinity value. This is MHC class I binding data.. This data is from Peptide-MHC class I binding affinity with 185,985 pairs from IEDB/IMGT. (1) The peptide sequence is EEMATKADY. The MHC is HLA-B35:01 with pseudo-sequence HLA-B35:01. The binding affinity (normalized) is 0.0847. (2) The peptide sequence is NHINVILSL. The MHC is HLA-B38:01 with pseudo-sequence HLA-B38:01. The binding affinity (normalized) is 0.561. (3) The peptide sequence is ETSFIRNCA. The MHC is HLA-A32:01 with pseudo-sequence HLA-A32:01. The binding affinity (normalized) is 0. (4) The MHC is HLA-B40:13 with pseudo-sequence HLA-B40:13. The binding affinity (normalized) is 1.00. The peptide sequence is RQWGMGFLL. (5) The peptide sequence is RELYLNSSNV. The MHC is HLA-B44:03 with pseudo-sequence HLA-B44:03. The binding affinity (normalized) is 0.355.